From a dataset of Forward reaction prediction with 1.9M reactions from USPTO patents (1976-2016). Predict the product of the given reaction. (1) Given the reactants [NH2:1][CH2:2][CH2:3][NH:4][C:5]1[N:13]=[C:12]([Cl:14])[N:11]=[C:10]2[C:6]=1[N:7]=[CH:8][N:9]2[CH:15]1[CH2:19][CH2:18][CH2:17][CH2:16]1.CO.[CH:22](=O)[C:23]1[CH:28]=[CH:27][CH:26]=[CH:25][CH:24]=1.C([BH3-])#N.[Na+], predict the reaction product. The product is: [Cl:14][C:12]1[N:11]=[C:10]2[C:6]([N:7]=[CH:8][N:9]2[CH:15]2[CH2:19][CH2:18][CH2:17][CH2:16]2)=[C:5]([NH:4][CH2:3][CH2:2][NH:1][CH:22]([C:23]2[CH:28]=[CH:27][CH:26]=[CH:25][CH:24]=2)[C:23]2[CH:28]=[CH:27][CH:26]=[CH:25][CH:24]=2)[N:13]=1. (2) Given the reactants [NH2:1][C:2]1[CH:7]=[CH:6][C:5]([NH:8][C:9]([NH:11][C:12](=[O:23])[C:13]2[CH:18]=[CH:17][C:16]([C:19]([CH3:22])([CH3:21])[CH3:20])=[CH:15][CH:14]=2)=[S:10])=[CH:4][CH:3]=1.[C:24]([O:28][C:29]([NH:31][CH2:32][CH2:33][CH2:34][CH2:35][CH2:36][C:37](O)=[O:38])=[O:30])([CH3:27])([CH3:26])[CH3:25].F[P-](F)(F)(F)(F)F.Br[P+](N1CCCC1)(N1CCCC1)N1CCCC1.C(N(CC)C(C)C)(C)C, predict the reaction product. The product is: [C:24]([O:28][C:29](=[O:30])[NH:31][CH2:32][CH2:33][CH2:34][CH2:35][CH2:36][C:37](=[O:38])[NH:1][C:2]1[CH:7]=[CH:6][C:5]([NH:8][C:9]([NH:11][C:12](=[O:23])[C:13]2[CH:14]=[CH:15][C:16]([C:19]([CH3:20])([CH3:22])[CH3:21])=[CH:17][CH:18]=2)=[S:10])=[CH:4][CH:3]=1)([CH3:27])([CH3:25])[CH3:26]. (3) Given the reactants C[O:2][CH:3](OC)[C:4]1[CH:9]=[CH:8][N:7]=[CH:6][C:5]=1[O:10][CH2:11][C:12]1[N:17]=[CH:16][C:15]([C:18]#[N:19])=[CH:14][CH:13]=1.CS(C)=O.[F:26][C:27]([F:32])([F:31])[C:28]([OH:30])=[O:29], predict the reaction product. The product is: [F:26][C:27]([F:32])([F:31])[C:28]([OH:30])=[O:29].[CH:3]([C:4]1[CH:9]=[CH:8][N:7]=[CH:6][C:5]=1[O:10][CH2:11][C:12]1[CH:13]=[CH:14][C:15]([C:18]#[N:19])=[CH:16][N:17]=1)=[O:2]. (4) Given the reactants [Na+].[F:2][C:3]1[CH:8]=[CH:7][C:6]([C:9]2[N:10]=[C:11]([CH:38]([CH3:40])[CH3:39])[N:12](/[CH:27]=[CH:28]/[C@H:29]([OH:37])[CH2:30][C@H:31]([OH:36])[CH2:32][C:33]([O-])=[O:34])[C:13]=2[C:14]2[CH:19]=[CH:18][N:17]=[C:16]([NH:20][C:21]3[CH:26]=[CH:25][CH:24]=[CH:23][CH:22]=3)[N:15]=2)=[CH:5][CH:4]=1, predict the reaction product. The product is: [F:2][C:3]1[CH:4]=[CH:5][C:6]([C:9]2[N:10]=[C:11]([CH:38]([CH3:39])[CH3:40])[N:12](/[CH:27]=[CH:28]/[C@@H:29]3[O:37][C:33](=[O:34])[CH2:32][C@@H:31]([OH:36])[CH2:30]3)[C:13]=2[C:14]2[CH:19]=[CH:18][N:17]=[C:16]([NH:20][C:21]3[CH:22]=[CH:23][CH:24]=[CH:25][CH:26]=3)[N:15]=2)=[CH:7][CH:8]=1.